From a dataset of Catalyst prediction with 721,799 reactions and 888 catalyst types from USPTO. Predict which catalyst facilitates the given reaction. Reactant: [Cl:1][C:2]1[CH:7]=[CH:6][C:5]([CH2:8][NH:9]C(=O)C(F)(F)F)=[CH:4][C:3]=1[C:16]1[NH:20][C:19](=[O:21])[N:18]([C:22]2[CH:31]=[CH:30][C:25]([C:26]([O:28][CH3:29])=[O:27])=[C:24]([O:32][CH3:33])[CH:23]=2)[N:17]=1.Cl. Product: [ClH:1].[NH2:9][CH2:8][C:5]1[CH:6]=[CH:7][C:2]([Cl:1])=[C:3]([C:16]2[NH:20][C:19](=[O:21])[N:18]([C:22]3[CH:31]=[CH:30][C:25]([C:26]([O:28][CH3:29])=[O:27])=[C:24]([O:32][CH3:33])[CH:23]=3)[N:17]=2)[CH:4]=1. The catalyst class is: 5.